From a dataset of Forward reaction prediction with 1.9M reactions from USPTO patents (1976-2016). Predict the product of the given reaction. (1) Given the reactants [CH3:1][O:2][C:3]1[CH:4]=[C:5]([NH:14][C:15](=[O:34])[CH:16]([N:21]2[CH2:25][CH2:24][CH:23]([NH:26]C(=O)OC(C)(C)C)[CH2:22]2)[CH2:17][CH:18]([CH3:20])[CH3:19])[CH:6]=[CH:7][C:8]=1[C:9]1[O:13][CH:12]=[N:11][CH:10]=1.C(O)(C(F)(F)F)=O, predict the reaction product. The product is: [NH2:26][CH:23]1[CH2:24][CH2:25][N:21]([CH:16]([CH2:17][CH:18]([CH3:20])[CH3:19])[C:15]([NH:14][C:5]2[CH:6]=[CH:7][C:8]([C:9]3[O:13][CH:12]=[N:11][CH:10]=3)=[C:3]([O:2][CH3:1])[CH:4]=2)=[O:34])[CH2:22]1. (2) Given the reactants O[CH:2]1[C:15]2[CH:14]=[C:13]3[C:8]([CH:9]=[CH:10][CH:11]=[CH:12]3)=[N:7][C:6]=2[C:5]2=[C:16]([Si:20]([CH3:23])([CH3:22])[CH3:21])[C:17](=[O:19])[CH2:18][CH:4]2[CH2:3]1.O=S(Cl)[Cl:26].C([O-])(O)=O.[Na+], predict the reaction product. The product is: [Cl:26][CH:2]1[C:15]2[CH:14]=[C:13]3[C:8]([CH:9]=[CH:10][CH:11]=[CH:12]3)=[N:7][C:6]=2[C:5]2=[C:16]([Si:20]([CH3:23])([CH3:22])[CH3:21])[C:17](=[O:19])[CH2:18][CH:4]2[CH2:3]1. (3) Given the reactants [CH2:1]([O:8][C:9]1[CH:14]=[C:13]([N:15]([CH2:20][CH2:21][CH2:22][CH3:23])[CH2:16][CH2:17][CH2:18][CH3:19])[CH:12]=[CH:11][C:10]=1[CH:24]=[CH:25][C:26]1[S:30][C:29]([CH:31]=O)=[CH:28][CH:27]=1)[C:2]1[CH:7]=[CH:6][CH:5]=[CH:4][CH:3]=1.[C:33]([C:35]1[C:36](=[C:51]([C:54]#[N:55])[C:52]#[N:53])[O:37][C:38]([C:45]2[CH:50]=[CH:49][CH:48]=[CH:47][CH:46]=2)([C:41]([F:44])([F:43])[F:42])[C:39]=1[CH3:40])#[N:34], predict the reaction product. The product is: [CH2:1]([O:8][C:9]1[CH:14]=[C:13]([N:15]([CH2:20][CH2:21][CH2:22][CH3:23])[CH2:16][CH2:17][CH2:18][CH3:19])[CH:12]=[CH:11][C:10]=1[CH:24]=[CH:25][C:26]1[S:30][C:29]([CH:31]=[CH:40][C:39]2[C:38]([C:45]3[CH:50]=[CH:49][CH:48]=[CH:47][CH:46]=3)([C:41]([F:44])([F:42])[F:43])[O:37][C:36](=[C:51]([C:54]#[N:55])[C:52]#[N:53])[C:35]=2[C:33]#[N:34])=[CH:28][CH:27]=1)[C:2]1[CH:3]=[CH:4][CH:5]=[CH:6][CH:7]=1. (4) The product is: [C:17]([C:21]1[C:26]([C:27]([O:29][CH2:30][CH3:31])=[O:28])=[CH:25][N:24]=[C:23]([CH3:1])[N:22]=1)([CH3:20])([CH3:19])[CH3:18]. Given the reactants [CH3:1]N(C=C(C(=O)C(C)(C)C)C(OCC)=O)C.[C:17]([C:21]1[C:26]([C:27]([O:29][CH2:30][CH3:31])=[O:28])=[CH:25][N:24]=[C:23](N2CCOCC2)[N:22]=1)([CH3:20])([CH3:19])[CH3:18], predict the reaction product.